Dataset: Reaction yield outcomes from USPTO patents with 853,638 reactions. Task: Predict the reaction yield, written as a fraction of the theoretical maximum amount of product (1.0 means a 100% yield; for example, 0.34 means a 34% yield). (1) The reactants are [N:1]1([C:7](Cl)=[O:8])[CH2:6][CH2:5][O:4][CH2:3][CH2:2]1.N1C=CC=CC=1.Cl.[CH2:17]([O:24][N:25]1[C:31](=[O:32])[N:30]2[CH2:33][C@H:26]1[CH2:27][CH2:28][C@H:29]2[C:34]([NH:36][NH2:37])=[O:35])[C:18]1[CH:23]=[CH:22][CH:21]=[CH:20][CH:19]=1. The catalyst is CN(C1C=CN=CC=1)C.C(Cl)Cl. The product is [CH2:17]([O:24][N:25]1[C:31](=[O:32])[N:30]2[CH2:33][C@H:26]1[CH2:27][CH2:28][C@H:29]2[C:34]([N:36]([C:7]([N:1]1[CH2:6][CH2:5][O:4][CH2:3][CH2:2]1)=[O:8])[NH2:37])=[O:35])[C:18]1[CH:23]=[CH:22][CH:21]=[CH:20][CH:19]=1. The yield is 0.470. (2) The reactants are [CH3:1][N:2]([CH3:18])[C:3]1[C:8]([N+:9]([O-])=O)=[CH:7][C:6]([S:12]([NH:15][CH3:16])(=[O:14])=[O:13])=[C:5]([F:17])[CH:4]=1. The catalyst is CO.[Pd]. The product is [NH2:9][C:8]1[C:3]([N:2]([CH3:1])[CH3:18])=[CH:4][C:5]([F:17])=[C:6]([S:12]([NH:15][CH3:16])(=[O:13])=[O:14])[CH:7]=1. The yield is 0.710. (3) The reactants are ClC(OCC)=O.[CH:7]1([O:12][C:13](=[O:28])[C@@H:14]([NH:20][C:21]([O:23][C:24]([CH3:27])([CH3:26])[CH3:25])=[O:22])[CH2:15][CH2:16][C:17](O)=[O:18])[CH2:11][CH2:10][CH2:9][CH2:8]1.CN1CCOCC1.[BH4-].[Na+].Cl. The catalyst is C1COCC1.O. The product is [CH:7]1([O:12][C:13](=[O:28])[C@@H:14]([NH:20][C:21]([O:23][C:24]([CH3:26])([CH3:25])[CH3:27])=[O:22])[CH2:15][CH2:16][CH2:17][OH:18])[CH2:11][CH2:10][CH2:9][CH2:8]1. The yield is 0.780. (4) The reactants are [CH3:1][S:2]([CH2:5][C:6]([OH:8])=O)(=[O:4])=[O:3].O=C1N(P(Cl)(N2CCOC2=O)=O)CCO1.C(N(CC)CC)C.[Br:31][C:32]1[C:33]([F:42])=[C:34]2[C:40]([NH2:41])=[CH:39][NH:38][C:35]2=[N:36][CH:37]=1.C([O-])([O-])=O.[Na+].[Na+]. The catalyst is C(Cl)Cl. The product is [Br:31][C:32]1[C:33]([F:42])=[C:34]2[C:40]([NH:41][C:6](=[O:8])[CH2:5][S:2]([CH3:1])(=[O:4])=[O:3])=[CH:39][NH:38][C:35]2=[N:36][CH:37]=1. The yield is 0.661. (5) The reactants are [Cl:1][C:2]1[C:11]2[C:6](=[CH:7][CH:8]=[C:9]([Cl:12])[CH:10]=2)[N:5]=[C:4]([N:13]2[CH2:19][CH2:18][CH2:17][C:16]3[CH:20]=[C:21]([C:24](O)=[O:25])[CH:22]=[CH:23][C:15]=3[CH2:14]2)[CH:3]=1.Cl.[CH3:28][NH:29][CH3:30].C(N(CC)CC)C.F[P-](F)(F)(F)(F)F.N1(OC(N(C)C)=[N+](C)C)C2N=CC=CC=2N=N1. The catalyst is C(OCC)(=O)C.ClCCl. The product is [Cl:1][C:2]1[C:11]2[C:6](=[CH:7][CH:8]=[C:9]([Cl:12])[CH:10]=2)[N:5]=[C:4]([N:13]2[CH2:19][CH2:18][CH2:17][C:16]3[CH:20]=[C:21]([C:24]([N:29]([CH3:30])[CH3:28])=[O:25])[CH:22]=[CH:23][C:15]=3[CH2:14]2)[CH:3]=1. The yield is 0.920. (6) The reactants are [Br:1][C:2]1[N:3]([C:12]2[N:13]=[CH:14][N:15]=[C:16]([NH2:19])[C:17]=2[N:18]=1)[C@@H:4]1[O:11][C@H:8]([CH2:9][OH:10])[C@@H:6]([OH:7])[CH2:5]1.[CH3:20][O:21][C:22]1[CH:27]=[CH:26][C:25]([C:28](Cl)([C:35]2[CH:40]=[CH:39][C:38]([O:41][CH3:42])=[CH:37][CH:36]=2)[C:29]2[CH:34]=[CH:33][CH:32]=[CH:31][CH:30]=2)=[CH:24][CH:23]=1.C[Si](C)(C)Cl.[C:49](Cl)(=[O:56])[C:50]1[CH:55]=[CH:54][CH:53]=[CH:52][CH:51]=1. The catalyst is N1C=CC=CC=1. The product is [C:49]([NH:19][C:16]1[C:17]2[N:18]=[C:2]([Br:1])[N:3]([C:12]=2[N:13]=[CH:14][N:15]=1)[C@@H:4]1[O:11][C@H:8]([CH2:9][O:10][C:28]([C:29]2[CH:34]=[CH:33][CH:32]=[CH:31][CH:30]=2)([C:35]2[CH:40]=[CH:39][C:38]([O:41][CH3:42])=[CH:37][CH:36]=2)[C:25]2[CH:26]=[CH:27][C:22]([O:21][CH3:20])=[CH:23][CH:24]=2)[C@@H:6]([OH:7])[CH2:5]1)(=[O:56])[C:50]1[CH:55]=[CH:54][CH:53]=[CH:52][CH:51]=1. The yield is 0.416. (7) The reactants are [C-:1]#[N:2].[Na+].[NH2:4][C:5]1[CH:10]=[CH:9][C:8]([OH:11])=[CH:7][C:6]=1[F:12].[C:13]1(=O)[CH2:16][CH2:15][CH2:14]1. The catalyst is C(O)(=O)C. The product is [F:12][C:6]1[CH:7]=[C:8]([OH:11])[CH:9]=[CH:10][C:5]=1[NH:4][C:13]1([C:1]#[N:2])[CH2:16][CH2:15][CH2:14]1. The yield is 0.580. (8) The reactants are [CH3:1][C:2]1O[C:6](=[O:8])[CH:5]=[C:4]([OH:9])[CH:3]=1.[CH3:10][S:11][C:12]1[CH:19]=[CH:18][CH:17]=[CH:16][C:13]=1[CH2:14][NH2:15]. The catalyst is O. The product is [CH3:10][S:11][C:12]1[CH:19]=[CH:18][CH:17]=[CH:16][C:13]=1[CH2:14][N:15]1[C:2]([CH3:1])=[CH:3][C:4]([OH:9])=[CH:5][C:6]1=[O:8]. The yield is 0.580. (9) The reactants are [Br:1][C:2]1[CH:3]=[C:4]2[C:8](=[CH:9][CH:10]=1)[NH:7][C:6](=[O:11])/[C:5]/2=[N:12]\[C:13]1[CH:18]=[CH:17][CH:16]=[C:15]([C:19]([F:22])([F:21])[F:20])[CH:14]=1.C(N(CC)CC)C.[C:30]1(B(O)O)[CH:35]=[CH:34][CH:33]=[CH:32][CH:31]=1. The catalyst is C(Cl)Cl.C([O-])(=O)C.[Cu+2].C([O-])(=O)C. The product is [Br:1][C:2]1[CH:3]=[C:4]2[C:8](=[CH:9][CH:10]=1)[N:7]([C:30]1[CH:35]=[CH:34][CH:33]=[CH:32][CH:31]=1)[C:6](=[O:11])/[C:5]/2=[N:12]\[C:13]1[CH:18]=[CH:17][CH:16]=[C:15]([C:19]([F:20])([F:22])[F:21])[CH:14]=1. The yield is 0.200.